Dataset: Peptide-MHC class II binding affinity with 134,281 pairs from IEDB. Task: Regression. Given a peptide amino acid sequence and an MHC pseudo amino acid sequence, predict their binding affinity value. This is MHC class II binding data. (1) The peptide sequence is FDNIYSVNIERGLGL. The binding affinity (normalized) is 0.0206. The MHC is HLA-DPA10201-DPB11401 with pseudo-sequence HLA-DPA10201-DPB11401. (2) The peptide sequence is TGRLQSLQTYVTQQL. The MHC is DRB1_0701 with pseudo-sequence DRB1_0701. The binding affinity (normalized) is 0.544. (3) The peptide sequence is EKKYFAATSFEPLAA. The MHC is HLA-DPA10201-DPB10101 with pseudo-sequence HLA-DPA10201-DPB10101. The binding affinity (normalized) is 0.974. (4) The peptide sequence is WELGLSPQQICTNFK. The MHC is DRB1_0301 with pseudo-sequence DRB1_0301. The binding affinity (normalized) is 0.203. (5) The peptide sequence is LTMDDHVTRVCKQDG. The MHC is DRB1_0101 with pseudo-sequence DRB1_0101. The binding affinity (normalized) is 0.105. (6) The peptide sequence is QGSVITVQGADDIKK. The MHC is H-2-IAb with pseudo-sequence H-2-IAb. The binding affinity (normalized) is 0.0503.